This data is from Forward reaction prediction with 1.9M reactions from USPTO patents (1976-2016). The task is: Predict the product of the given reaction. (1) Given the reactants [CH3:1][C@@:2]1([CH2:9][S:10](Cl)(=[O:12])=[O:11])[C:6](=[O:7])[NH:5][C:4](=[O:8])[NH:3]1.[F:14][C:15]([F:33])([F:32])[C:16]1[N:21]=[CH:20][C:19]([C:22]2[CH:23]=[C:24]3[C:29](=[CH:30][CH:31]=2)[CH2:28][NH:27][CH2:26][CH2:25]3)=[CH:18][N:17]=1.CCN(C(C)C)C(C)C, predict the reaction product. The product is: [CH3:1][C@:2]1([CH2:9][S:10]([N:27]2[CH2:26][CH2:25][C:24]3[C:29](=[CH:30][CH:31]=[C:22]([C:19]4[CH:20]=[N:21][C:16]([C:15]([F:33])([F:14])[F:32])=[N:17][CH:18]=4)[CH:23]=3)[CH2:28]2)(=[O:12])=[O:11])[NH:3][C:4](=[O:8])[NH:5][C:6]1=[O:7]. (2) Given the reactants [CH3:1][C:2]([CH3:14])([CH3:13])[C:3]([NH:5][C:6]1[CH:11]=[CH:10][CH:9]=[C:8]([CH3:12])[N:7]=1)=[O:4].[Br:15]NC(=O)CCC(N)=O.N(C(C)(C)C#N)=NC(C)(C)C#N, predict the reaction product. The product is: [Br:15][CH2:12][C:8]1[N:7]=[C:6]([NH:5][C:3](=[O:4])[C:2]([CH3:14])([CH3:13])[CH3:1])[CH:11]=[CH:10][CH:9]=1.